Dataset: Full USPTO retrosynthesis dataset with 1.9M reactions from patents (1976-2016). Task: Predict the reactants needed to synthesize the given product. (1) Given the product [CH2:1]([O:3][C:4]([C:6]1[C:7]([NH:18][C:17]2[C:16]([F:15])=[CH:22][CH:21]=[CH:20][C:19]=2[F:23])=[N:8][C:9]([S:12][CH3:13])=[N:10][CH:11]=1)=[O:5])[CH3:2], predict the reactants needed to synthesize it. The reactants are: [CH2:1]([O:3][C:4]([C:6]1[C:7](Cl)=[N:8][C:9]([S:12][CH3:13])=[N:10][CH:11]=1)=[O:5])[CH3:2].[F:15][C:16]1[CH:22]=[CH:21][CH:20]=[C:19]([F:23])[C:17]=1[NH2:18]. (2) Given the product [CH3:1][O:2][C:3]([C:5]1[C:14]2[C:9](=[CH:10][CH:11]=[CH:12][CH:13]=2)[CH:8]=[CH:7][C:6]=1[O:15][S:22]([C:25]([F:28])([F:27])[F:26])(=[O:24])=[O:23])=[O:4], predict the reactants needed to synthesize it. The reactants are: [CH3:1][O:2][C:3]([C:5]1[C:14]2[C:9](=[CH:10][CH:11]=[CH:12][CH:13]=2)[CH:8]=[CH:7][C:6]=1[OH:15])=[O:4].N1C=CC=CC=1.[S:22](O[S:22]([C:25]([F:28])([F:27])[F:26])(=[O:24])=[O:23])([C:25]([F:28])([F:27])[F:26])(=[O:24])=[O:23].